From a dataset of Experimentally validated miRNA-target interactions with 360,000+ pairs, plus equal number of negative samples. Binary Classification. Given a miRNA mature sequence and a target amino acid sequence, predict their likelihood of interaction. (1) The miRNA is hsa-miR-4747-3p with sequence AAGGCCCGGGCUUUCCUCCCAG. Result: 0 (no interaction). The protein sequence of the target gene is MVAPAARVFLRAVRAALTSTVPDLLCLLARGSPRGLASGRLPLAVHSAQHGPGSGAPWLRIARRALRFVLSKHWGDDCYLTNRLWQDLKPPSHVENGQELRLAPPVQWALQVQGNQLQTAVLCLRMAPPEPAGSRQRI. (2) The miRNA is hsa-let-7g-5p with sequence UGAGGUAGUAGUUUGUACAGUU. The protein sequence of the target gene is MGETKIIYHLDGQETPYLVKLPLPAERVTLADFKGVLQRPSYKFFFKSMDDDFGVVKEEISDDNAKLPCFNGRVVSWLVSAEGSHPDPAPFCADNPSELPPPMERTGGIGDSRPPSFHPHAGGGSQENLDNDTETDSLVSAQRERPRRRDGPEHATRLNGTAKGERRREPGGYDSSSTLMSSELETTSFFDSDEDDSTSRFSSSTEQSSASRLMRRHKRRRRKQKVSRIERSSSFSSITDSTMSLNIITVTLNMEKYNFLGISIVGQSNERGDGGIYIGSIMKGGAVAADGRIEPGDMLL.... Result: 1 (interaction). (3) The miRNA is hsa-miR-3678-3p with sequence CUGCAGAGUUUGUACGGACCGG. The protein sequence of the target gene is MGEAPSPAPALWDWDYLDRCFARHRVCISFGLWICASSCWIAAHALLLYLRCAQKPRQDQSALCAACCLLTSLCDTVGALLARQLTIQVFTGAYLAAIDLVNFMFILFPVCGSKFKSNSDREARERKRRRQLRASVFALALPLSLGPCWALWVAVPKASATIRGPQRRLLASLLQENTEILGYLLGSVAAFGSWASRIPPLSRIAPPPTLGITTQHEIWRGQMSKPSQSPSRSPSGHWRAAAQRQVLGTEMCRGKTFPSIHLWTRLLSALAGLLYASAIVAHDQHPEYLLRATPWFLTSL.... Result: 0 (no interaction). (4) The miRNA is hsa-miR-335-5p with sequence UCAAGAGCAAUAACGAAAAAUGU. The protein sequence of the target gene is MQFPMGPACIFLRKGIAEKQRERPLGQDEIEELREAFLEFDKDRDGFISCKDLGNLMRTMGYMPTEMELIELGQQIRMNLGGRVDFDDFVELMTPKLLAETAGMIGVQEMRDAFKEFDTNGDGEITLVELQQAMQRLLGERLTPREISEVVREADVNGDGTVDFEEFVKMMSR. Result: 1 (interaction).